Dataset: Catalyst prediction with 721,799 reactions and 888 catalyst types from USPTO. Task: Predict which catalyst facilitates the given reaction. (1) Reactant: [CH3:1][C:2]1[C:11]2[C:6](=[N:7][C:8]([C:12]3[CH:17]=[CH:16][CH:15]=[C:14]([C:18]([F:21])([F:20])[F:19])[CH:13]=3)=[CH:9][CH:10]=2)[NH:5][CH2:4][CH:3]=1. Product: [CH3:1][CH:2]1[C:11]2[C:6](=[N:7][C:8]([C:12]3[CH:17]=[CH:16][CH:15]=[C:14]([C:18]([F:21])([F:19])[F:20])[CH:13]=3)=[CH:9][CH:10]=2)[NH:5][CH2:4][CH2:3]1. The catalyst class is: 123. (2) Reactant: [P:1]([O:8][CH2:9][CH3:10])([O:5][CH2:6][CH3:7])[O:2]CC.[I:11][C:12]1[CH:19]=[CH:18][CH:17]=[CH:16][C:13]=1[CH2:14]Cl. Product: [CH2:9]([O:8][P:1]([CH2:14][C:13]1[CH:16]=[CH:17][CH:18]=[CH:19][C:12]=1[I:11])(=[O:2])[O:5][CH2:6][CH3:7])[CH3:10]. The catalyst class is: 113. (3) Reactant: C([O:4][CH2:5][C:6]([CH3:50])([CH3:49])[CH2:7][N:8]1[C:14]2[CH:15]=[CH:16][C:17]([Cl:19])=[CH:18][C:13]=2[C@H:12]([C:20]2[CH:25]=[CH:24][CH:23]=[C:22]([O:26][CH3:27])[C:21]=2[O:28][CH3:29])[O:11][C@@H:10]([CH2:30][C:31]([NH:33][C:34]2[CH:35]=[C:36]([CH2:41][CH2:42][C:43]([O:45]CC)=[O:44])[CH:37]=[CH:38][C:39]=2[F:40])=[O:32])[C:9]1=[O:48])(=O)C.[OH-].[Na+].C(O)C. Product: [Cl:19][C:17]1[CH:16]=[CH:15][C:14]2[N:8]([CH2:7][C:6]([CH3:50])([CH3:49])[CH2:5][OH:4])[C:9](=[O:48])[C@H:10]([CH2:30][C:31]([NH:33][C:34]3[CH:35]=[C:36]([CH2:41][CH2:42][C:43]([OH:45])=[O:44])[CH:37]=[CH:38][C:39]=3[F:40])=[O:32])[O:11][C@@H:12]([C:20]3[CH:25]=[CH:24][CH:23]=[C:22]([O:26][CH3:27])[C:21]=3[O:28][CH3:29])[C:13]=2[CH:18]=1. The catalyst class is: 6. (4) Reactant: [CH:1]1[C:10]2[CH2:9][CH2:8][CH2:7][CH2:6][C:5]=2[CH:4]=[CH:3][C:2]=1[S:11](Cl)(=[O:13])=[O:12].[NH2:15][C:16]1[CH:20]=[CH:19][S:18][C:17]=1[C:21]([O:23][CH3:24])=[O:22].N1C=CC=CC=1. Product: [CH:1]1[C:10]2[CH2:9][CH2:8][CH2:7][CH2:6][C:5]=2[CH:4]=[CH:3][C:2]=1[S:11]([NH:15][C:16]1[CH:20]=[CH:19][S:18][C:17]=1[C:21]([O:23][CH3:24])=[O:22])(=[O:13])=[O:12]. The catalyst class is: 4. (5) Reactant: [OH:1][C:2]1[CH:31]=[CH:30][C:5]([CH2:6][N:7]2[C:15]3[C:10](=[CH:11][C:12]([CH:16]=[C:17]4[S:21][C:20]([N:22]5[CH2:27][CH2:26][N:25]([CH3:28])[CH2:24][CH2:23]5)=[N:19][C:18]4=[O:29])=[CH:13][CH:14]=3)[CH:9]=[N:8]2)=[C:4]([C:32]([F:35])([F:34])[F:33])[CH:3]=1.C([O-])([O-])=O.[Cs+].[Cs+].[CH3:42][O:43][CH2:44][CH2:45]Br. Product: [CH3:42][O:43][CH2:44][CH2:45][O:1][C:2]1[CH:31]=[CH:30][C:5]([CH2:6][N:7]2[C:15]3[C:10](=[CH:11][C:12]([CH:16]=[C:17]4[S:21][C:20]([N:22]5[CH2:27][CH2:26][N:25]([CH3:28])[CH2:24][CH2:23]5)=[N:19][C:18]4=[O:29])=[CH:13][CH:14]=3)[CH:9]=[N:8]2)=[C:4]([C:32]([F:35])([F:34])[F:33])[CH:3]=1. The catalyst class is: 18. (6) Reactant: Cl.Cl.CN1CCN(CC2C=CC([C:15](O)=[O:16])=CC=2)CC1.[C:20](N1C=CN=C1)(N1C=CN=C1)=O.[NH2:32][C:33]1[CH:34]=[CH:35][C:36]([CH3:52])=[C:37]([NH:39][C:40]2[N:45]=[C:44]([C:46]3[CH:47]=[N:48][CH:49]=[CH:50][CH:51]=3)[CH:43]=[CH:42][N:41]=2)[CH:38]=1. Product: [CH3:52][C:36]1[CH:35]=[CH:34][C:33]([NH:32][CH3:20])=[CH:38][C:37]=1[N:39]([C:40]1[N:45]=[C:44]([C:46]2[CH:47]=[N:48][CH:49]=[CH:50][CH:51]=2)[CH:43]=[CH:42][N:41]=1)[CH:15]=[O:16]. The catalyst class is: 16.